From a dataset of Full USPTO retrosynthesis dataset with 1.9M reactions from patents (1976-2016). Predict the reactants needed to synthesize the given product. (1) The reactants are: [C:1]([O:5][C:6]([N:8]1[CH2:12][C@H:11]2[CH2:13][N:14]([C:16]3[CH:17]=[N:18][CH:19]=[C:20]([CH:24]=3)[C:21](O)=[O:22])[CH2:15][C@H:10]2[CH2:9]1)=[O:7])([CH3:4])([CH3:3])[CH3:2].[CH2:25]1[C:34]2[C:29](=[CH:30][CH:31]=[CH:32][CH:33]=2)[CH2:28][CH2:27][NH:26]1. Given the product [CH2:25]1[C:34]2[C:29](=[CH:30][CH:31]=[CH:32][CH:33]=2)[CH2:28][CH2:27][N:26]1[C:21]([C:20]1[CH:24]=[C:16]([N:14]2[CH2:13][C@@H:11]3[CH2:12][N:8]([C:6]([O:5][C:1]([CH3:2])([CH3:3])[CH3:4])=[O:7])[CH2:9][C@@H:10]3[CH2:15]2)[CH:17]=[N:18][CH:19]=1)=[O:22], predict the reactants needed to synthesize it. (2) Given the product [NH2:8][C:6]1[S:7][C:3]([C:1]#[C:2][C:39]2[CH:40]=[C:35]([CH:36]=[CH:37][C:38]=2[CH3:41])[C:34]([NH:33][C:21]2[CH:22]=[CH:23][C:24]([CH2:25][N:26]3[CH2:31][CH2:30][N:29]([CH3:32])[CH2:28][CH2:27]3)=[C:19]([CH:16]3[CH2:18][CH2:17]3)[CH:20]=2)=[O:43])=[CH:4][N:5]=1, predict the reactants needed to synthesize it. The reactants are: [C:1]([C:3]1[S:7][C:6]([NH:8]C(=O)OC(C)(C)C)=[N:5][CH:4]=1)#[CH:2].[CH:16]1([C:19]2[CH:20]=[C:21]([NH:33][C:34](=[O:43])[C:35]3[CH:40]=[CH:39][C:38]([CH3:41])=[C:37](I)[CH:36]=3)[CH:22]=[CH:23][C:24]=2[CH2:25][N:26]2[CH2:31][CH2:30][N:29]([CH3:32])[CH2:28][CH2:27]2)[CH2:18][CH2:17]1. (3) Given the product [OH:10][C:9]1[CH:8]=[C:7]([OH:11])[CH:6]=[CH:5][C:4]=1[CH:3]=[O:32], predict the reactants needed to synthesize it. The reactants are: N(=[CH:3]/[C:4]1[C:9]([OH:10])=[CH:8][C:7]([O:11]CCCCBr)=[CH:6][CH:5]=1)\N=[CH:3]\[C:4]1[C:9]([OH:10])=[CH:8][C:7]([O:11]CCCCBr)=[CH:6][CH:5]=1.C([O-])([O-])=[O:32].[Cs+].[Cs+].C(OC(=O)C)(=O)C. (4) Given the product [CH2:1]([O:8][C:9]1[CH:14]=[C:13]([O:15][CH2:16][C:17]2[CH:22]=[CH:21][CH:20]=[CH:19][CH:18]=2)[C:12]([CH:23]([CH3:25])[CH3:24])=[CH:11][C:10]=1[C:26]1[O:30][N:29]=[C:28]([C:31]([NH:33][CH2:34][CH3:35])=[O:32])[C:27]=1[C:36]1[N:37]=[C:45]([C:41]2[O:40][CH:44]=[CH:43][CH:42]=2)[O:39][N:38]=1)[C:2]1[CH:7]=[CH:6][CH:5]=[CH:4][CH:3]=1, predict the reactants needed to synthesize it. The reactants are: [CH2:1]([O:8][C:9]1[CH:14]=[C:13]([O:15][CH2:16][C:17]2[CH:22]=[CH:21][CH:20]=[CH:19][CH:18]=2)[C:12]([CH:23]([CH3:25])[CH3:24])=[CH:11][C:10]=1[C:26]1[O:30][N:29]=[C:28]([C:31]([NH:33][CH2:34][CH3:35])=[O:32])[C:27]=1[C:36](=[N:38][OH:39])[NH2:37])[C:2]1[CH:7]=[CH:6][CH:5]=[CH:4][CH:3]=1.[O:40]1[CH:44]=[CH:43][CH:42]=[C:41]1[C:45](Cl)=O. (5) The reactants are: [NH2:1][C:2]1[C:11]([F:12])=[C:10](F)[C:9]([O:14][CH3:15])=[C:8]2[C:3]=1[C:4](=[O:20])[C:5]([C:17]([OH:19])=[O:18])=[CH:6][N:7]2[CH3:16].[N:21]1[CH:26]=[CH:25][CH:24]=[CH:23][C:22]=1[NH:27][CH2:28][CH2:29][NH2:30].C(N(CC)CC)C. Given the product [NH2:1][C:2]1[C:11]([F:12])=[C:10]([NH:30][CH2:29][CH2:28][NH:27][C:22]2[CH:23]=[CH:24][CH:25]=[CH:26][N:21]=2)[C:9]([O:14][CH3:15])=[C:8]2[C:3]=1[C:4](=[O:20])[C:5]([C:17]([OH:19])=[O:18])=[CH:6][N:7]2[CH3:16], predict the reactants needed to synthesize it. (6) Given the product [Cl:20][C:21]1[CH:26]=[CH:25][CH:24]=[CH:23][C:22]=1[C:27]1[N:28]=[C:29]2[CH:34]=[CH:33][CH:32]=[CH:31][N:30]2[C:35]=1[C:36]1[N:37]([C:38]2[CH:39]=[CH:40][C:41]([Cl:44])=[CH:42][CH:43]=2)[CH:1]=[N:46][N:45]=1, predict the reactants needed to synthesize it. The reactants are: [CH3:1]N(C=O)C.C(O)(=O)C.C(OCC)(OCC)OCC.[Cl:20][C:21]1[CH:26]=[CH:25][CH:24]=[CH:23][C:22]=1[C:27]1[N:28]=[C:29]2[CH:34]=[CH:33][CH:32]=[CH:31][N:30]2[C:35]=1[C:36](=[N:45][NH2:46])[NH:37][C:38]1[CH:43]=[CH:42][C:41]([Cl:44])=[CH:40][CH:39]=1. (7) Given the product [Cl:13][C:11]1[CH:10]=[N:9][N:8]([CH2:7][C:6]2[CH:14]=[CH:15][C:3]([CH2:2][B:16]3[O:20][C:19]([CH3:22])([CH3:21])[C:18]([CH3:24])([CH3:23])[O:17]3)=[CH:4][CH:5]=2)[CH:12]=1, predict the reactants needed to synthesize it. The reactants are: Br[CH2:2][C:3]1[CH:15]=[CH:14][C:6]([CH2:7][N:8]2[CH:12]=[C:11]([Cl:13])[CH:10]=[N:9]2)=[CH:5][CH:4]=1.[B:16]1([B:16]2[O:20][C:19]([CH3:22])([CH3:21])[C:18]([CH3:24])([CH3:23])[O:17]2)[O:20][C:19]([CH3:22])([CH3:21])[C:18]([CH3:24])([CH3:23])[O:17]1.C([O-])([O-])=O.[K+].[K+]. (8) The reactants are: C(C(CCCC)CO)C.[CH2:10]([NH:18][C:19](=[S:29])OCC(CC)CCCC)[CH2:11][CH2:12][CH2:13][CH2:14][CH2:15][CH2:16][CH3:17]. Given the product [CH2:10]([NH2:18])[CH2:11][CH2:12][CH2:13][CH2:14][CH2:15][CH2:16][CH3:17].[CH2:10]([N:18]=[C:19]=[S:29])[CH2:11][CH2:12][CH2:13][CH2:14][CH2:15][CH2:16][CH3:17], predict the reactants needed to synthesize it. (9) Given the product [Cl:22][C:23]1[CH:24]=[CH:25][C:26]([CH2:29][CH:30]2[C:31](=[O:32])[O:13][C:12]3[NH:11][C:10]([C:14]4[CH:19]=[C:18]([F:20])[CH:17]=[CH:16][C:15]=4[F:21])=[N:9][C:8]=3[CH:1]2[C:2]2[CH:3]=[CH:4][CH:5]=[CH:6][CH:7]=2)=[CH:27][CH:28]=1, predict the reactants needed to synthesize it. The reactants are: [CH:1](=[C:8]1/[N:9]=[C:10]([C:14]2[CH:19]=[C:18]([F:20])[CH:17]=[CH:16][C:15]=2[F:21])[NH:11][C:12]/1=[O:13])/[C:2]1[CH:7]=[CH:6][CH:5]=[CH:4][CH:3]=1.[Cl:22][C:23]1[CH:28]=[CH:27][C:26](/[CH:29]=[CH:30]/[CH:31]=[O:32])=[CH:25][CH:24]=1. (10) Given the product [CH:18]1([NH:21][C:2]2[CH:17]=[CH:16][C:5]([C:6]([O:8][CH2:9][C:10]3[CH:15]=[CH:14][CH:13]=[CH:12][CH:11]=3)=[O:7])=[CH:4][N:3]=2)[CH2:20][CH2:19]1, predict the reactants needed to synthesize it. The reactants are: Cl[C:2]1[CH:17]=[CH:16][C:5]([C:6]([O:8][CH2:9][C:10]2[CH:15]=[CH:14][CH:13]=[CH:12][CH:11]=2)=[O:7])=[CH:4][N:3]=1.[CH:18]1([NH2:21])[CH2:20][CH2:19]1.C([O-])([O-])=O.[K+].[K+].